This data is from Peptide-MHC class I binding affinity with 185,985 pairs from IEDB/IMGT. The task is: Regression. Given a peptide amino acid sequence and an MHC pseudo amino acid sequence, predict their binding affinity value. This is MHC class I binding data. The peptide sequence is YTAVVPLVF. The MHC is HLA-B46:01 with pseudo-sequence HLA-B46:01. The binding affinity (normalized) is 0.546.